Predict the product of the given reaction. From a dataset of Forward reaction prediction with 1.9M reactions from USPTO patents (1976-2016). Given the reactants [CH:1]1([C:6]([N:8]2[CH2:13][CH2:12][N:11]([CH2:14][C:15]3[CH:20]=[C:19]([F:21])[CH:18]=[C:17]([N+:22]([O-])=O)[C:16]=3[CH3:25])[CH2:10][C@@H:9]2[CH3:26])=[O:7])[CH2:5][CH2:4][CH2:3][CH2:2]1.C([O-])=O.[NH4+], predict the reaction product. The product is: [NH2:22][C:17]1[C:16]([CH3:25])=[C:15]([CH:20]=[C:19]([F:21])[CH:18]=1)[CH2:14][N:11]1[CH2:12][CH2:13][N:8]([C:6]([CH:1]2[CH2:5][CH2:4][CH2:3][CH2:2]2)=[O:7])[C@@H:9]([CH3:26])[CH2:10]1.